Dataset: Full USPTO retrosynthesis dataset with 1.9M reactions from patents (1976-2016). Task: Predict the reactants needed to synthesize the given product. The reactants are: C(OC([NH:8][CH2:9][C:10]1[N:11]([CH2:37][CH:38]([CH3:40])[CH3:39])[C:12](=[O:36])[C:13]2[C:18]([C:19]=1[C:20]1[CH:25]=[CH:24][CH:23]=[CH:22][CH:21]=1)=[CH:17][C:16]([C:26]1[S:27][CH:28]=[C:29]([C:31]([O:33][CH2:34][CH3:35])=[O:32])[N:30]=1)=[CH:15][CH:14]=2)=O)(C)(C)C.[ClH:41]. Given the product [ClH:41].[NH2:8][CH2:9][C:10]1[N:11]([CH2:37][CH:38]([CH3:39])[CH3:40])[C:12](=[O:36])[C:13]2[C:18]([C:19]=1[C:20]1[CH:21]=[CH:22][CH:23]=[CH:24][CH:25]=1)=[CH:17][C:16]([C:26]1[S:27][CH:28]=[C:29]([C:31]([O:33][CH2:34][CH3:35])=[O:32])[N:30]=1)=[CH:15][CH:14]=2, predict the reactants needed to synthesize it.